From a dataset of Reaction yield outcomes from USPTO patents with 853,638 reactions. Predict the reaction yield, written as a fraction of the theoretical maximum amount of product (1.0 means a 100% yield; for example, 0.34 means a 34% yield). (1) The yield is 0.200. The reactants are [S:1]1[C:5]2([CH2:10][CH2:9][S:8][CH2:7][CH2:6]2)[CH2:4][N:3]=[C:2]1[C:11]1[NH:12][C:13]2[C:18]([CH:19]=1)=[CH:17][C:16]([O:20][CH2:21][CH2:22][O:23][CH3:24])=[CH:15][C:14]=2[N:25]([CH3:35])[S:26]([C:29]1[CH:34]=[CH:33][CH:32]=[CH:31][N:30]=1)(=[O:28])=[O:27].[OH:36]OS([O-])=O.[K+].S([O-])([O-])=O.[Na+].[Na+]. The catalyst is CO.O.ClCCl. The product is [CH3:24][O:23][CH2:22][CH2:21][O:20][C:16]1[CH:17]=[C:18]2[C:13](=[C:14]([N:25]([CH3:35])[S:26]([C:29]3[CH:34]=[CH:33][CH:32]=[CH:31][N:30]=3)(=[O:27])=[O:28])[CH:15]=1)[NH:12][C:11]([C:2]1[S:1][C:5]3([CH2:6][CH2:7][S:8](=[O:36])[CH2:9][CH2:10]3)[CH2:4][N:3]=1)=[CH:19]2. (2) The reactants are [CH3:1][N:2]1[C:6]([C:7]([O:9]CC)=[O:8])=[CH:5][N:4]=[N:3]1.[OH-].[Na+]. The catalyst is CO. The product is [CH3:1][N:2]1[C:6]([C:7]([OH:9])=[O:8])=[CH:5][N:4]=[N:3]1. The yield is 0.160. (3) The reactants are Cl[C:2]1[CH:3]=[CH:4][C:5]([N+:10]([O-:12])=[O:11])=[C:6]([O:8][CH3:9])[CH:7]=1.[P:13]([O-:20])([O:17][CH2:18][CH3:19])[O:14][CH2:15][CH3:16].CC1(C)C2C(=C(P(C3C=CC=CC=3)C3C=CC=CC=3)C=CC=2)OC2C(P(C3C=CC=CC=3)C3C=CC=CC=3)=CC=CC1=2.P([O-])([O-])([O-])=O.[K+].[K+].[K+]. The catalyst is CN(C=O)C.C([O-])(=O)C.[Pd+2].C([O-])(=O)C. The product is [CH2:15]([O:14][P:13]([C:2]1[CH:3]=[CH:4][C:5]([N+:10]([O-:12])=[O:11])=[C:6]([O:8][CH3:9])[CH:7]=1)(=[O:20])[O:17][CH2:18][CH3:19])[CH3:16]. The yield is 0.330. (4) The reactants are Cl.[Si]([O:9][C@@H:10]([CH2:20][C@H:21]([O:61][Si](C(C)(C)C)(C)C)/[CH:22]=[CH:23]\[C@H:24]([CH3:60])[C@H:25]([O:52][Si](C(C)(C)C)(C)C)[C@@H:26]([CH3:51])[CH2:27][C@@H:28]([CH3:50])[CH2:29][CH2:30][C@@H:31]([O:42][Si](C(C)(C)C)(C)C)[C@H:32]([CH3:41])[C@@H:33]([OH:40])[C@@H:34]([CH3:39])/[CH:35]=[CH:36]\[CH:37]=[CH2:38])[C@H:11]([CH3:19])/[CH:12]=[CH:13]/[CH:14]=C\C(O)=O)(C(C)(C)C)(C)C.C[CH2:70][O:71][C:72]([CH3:74])=[O:73]. The catalyst is C1COCC1.O. The product is [CH3:70][O:71][C:72](=[O:73])/[CH:74]=[CH:14]\[CH:13]=[CH:12]\[C@@H:11]([CH3:19])[C@@H:10]([OH:9])[CH2:20][C@H:21]([OH:61])/[CH:22]=[CH:23]\[C@H:24]([CH3:60])[C@H:25]([OH:52])[C@@H:26]([CH3:51])[CH2:27][C@@H:28]([CH3:50])[CH2:29][CH2:30][C@@H:31]([OH:42])[C@H:32]([CH3:41])[C@@H:33]([OH:40])[C@@H:34]([CH3:39])/[CH:35]=[CH:36]\[CH:37]=[CH2:38]. The yield is 0.360. (5) The product is [NH2:17][CH:16]=[C:13]1[C:12]([C:20]2[CH:25]=[CH:24][CH:23]=[C:22]([Cl:26])[CH:21]=2)=[N:11][N:10]([C:2]2[S:1][C:5]3[CH:6]=[CH:7][CH:8]=[CH:9][C:4]=3[N:3]=2)[C:14]1=[O:15]. The catalyst is CCO.N. The yield is 0.980. The reactants are [S:1]1[C:5]2[CH:6]=[CH:7][CH:8]=[CH:9][C:4]=2[N:3]=[C:2]1[N:10]1[C:14](=[O:15])[C:13](=[CH:16][N:17](C)C)[C:12]([C:20]2[CH:25]=[CH:24][CH:23]=[C:22]([Cl:26])[CH:21]=2)=[N:11]1. (6) The reactants are Br[C:2]1[CH:3]=[C:4]([NH:10][C:11]2[CH:16]=[C:15]([CH3:17])[N:14]=[C:13]([CH3:18])[N:12]=2)[C:5](=[O:9])[N:6]([CH3:8])[CH:7]=1.[B:19]1([B:19]2[O:23][C:22]([CH3:25])([CH3:24])[C:21]([CH3:27])([CH3:26])[O:20]2)[O:23][C:22]([CH3:25])([CH3:24])[C:21]([CH3:27])([CH3:26])[O:20]1.CC(C1C=C(C(C)C)C(C2C=CC=CC=2P(C2CCCCC2)C2CCCCC2)=C(C(C)C)C=1)C.C([O-])(=O)C.[K+]. The catalyst is C1C=CC(/C=C/C(/C=C/C2C=CC=CC=2)=O)=CC=1.C1C=CC(/C=C/C(/C=C/C2C=CC=CC=2)=O)=CC=1.C1C=CC(/C=C/C(/C=C/C2C=CC=CC=2)=O)=CC=1.[Pd].[Pd].O1CCOCC1. The product is [CH3:18][C:13]1[N:12]=[C:11]([NH:10][C:4]2[C:5](=[O:9])[N:6]([CH3:8])[CH:7]=[C:2]([B:19]3[O:23][C:22]([CH3:25])([CH3:24])[C:21]([CH3:27])([CH3:26])[O:20]3)[CH:3]=2)[CH:16]=[C:15]([CH3:17])[N:14]=1. The yield is 0.720. (7) The reactants are O[CH:2]=[C:3]1[C:11]2[C:6](=[CH:7][C:8]([C:12]([C:14]3[CH:15]=[C:16]([NH:20][C:21]([C:23]4[N:24]([C:28]5[CH:33]=[CH:32][CH:31]=[CH:30][CH:29]=5)[N:25]=[CH:26][CH:27]=4)=[O:22])[CH:17]=[CH:18][CH:19]=3)=[O:13])=[CH:9][CH:10]=2)[NH:5][C:4]1=[O:34].[CH3:35][N:36]1[CH2:41][CH2:40][N:39]([C:42]2[CH:47]=[CH:46][C:45]([NH2:48])=[CH:44][CH:43]=2)[CH2:38][CH2:37]1. The catalyst is C1COCC1. The product is [CH3:35][N:36]1[CH2:37][CH2:38][N:39]([C:42]2[CH:47]=[CH:46][C:45]([NH:48][CH:2]=[C:3]3[C:11]4[C:6](=[CH:7][C:8]([C:12]([C:14]5[CH:15]=[C:16]([NH:20][C:21]([C:23]6[N:24]([C:28]7[CH:29]=[CH:30][CH:31]=[CH:32][CH:33]=7)[N:25]=[CH:26][CH:27]=6)=[O:22])[CH:17]=[CH:18][CH:19]=5)=[O:13])=[CH:9][CH:10]=4)[NH:5][C:4]3=[O:34])=[CH:44][CH:43]=2)[CH2:40][CH2:41]1. The yield is 0.810.